From a dataset of Peptide-MHC class II binding affinity with 134,281 pairs from IEDB. Regression. Given a peptide amino acid sequence and an MHC pseudo amino acid sequence, predict their binding affinity value. This is MHC class II binding data. (1) The peptide sequence is YDTYKCIPSLEAAVK. The MHC is HLA-DQA10103-DQB10603 with pseudo-sequence HLA-DQA10103-DQB10603. The binding affinity (normalized) is 0.395. (2) The peptide sequence is IIQGLKLMNSPEFHL. The MHC is HLA-DQA10102-DQB10602 with pseudo-sequence HLA-DQA10102-DQB10602. The binding affinity (normalized) is 0.765. (3) The peptide sequence is ASLTEALRVIAGALE. The MHC is DRB1_1602 with pseudo-sequence DRB1_1602. The binding affinity (normalized) is 0.427.